From a dataset of Forward reaction prediction with 1.9M reactions from USPTO patents (1976-2016). Predict the product of the given reaction. (1) Given the reactants [OH:1][C:2]1[CH:10]=[C:9]2[C:5]([CH:6]=[CH:7][N:8]2[C:11]2[N:15]([CH3:16])[N:14]=[C:13]([CH3:17])[C:12]=2/[CH:18]=[CH:19]/[C:20]([O:22][CH2:23][CH3:24])=[O:21])=[CH:4][CH:3]=1.[CH:25](O)([CH3:27])[CH3:26].C(P(CCCC)CCCC)CCC.N(C(N1CCCCC1)=O)=NC(N1CCCCC1)=O, predict the reaction product. The product is: [CH:25]([O:1][C:2]1[CH:10]=[C:9]2[C:5]([CH:6]=[CH:7][N:8]2[C:11]2[N:15]([CH3:16])[N:14]=[C:13]([CH3:17])[C:12]=2/[CH:18]=[CH:19]/[C:20]([O:22][CH2:23][CH3:24])=[O:21])=[CH:4][CH:3]=1)([CH3:27])[CH3:26]. (2) The product is: [CH3:16][C:15]([O:19][C:20]([N:6]([CH2:7][C:8]1[CH:13]=[CH:12][CH:11]=[CH:10][CH:9]=1)[CH2:5][C:4]([O:3][CH2:1][CH3:2])=[O:14])=[O:21])([CH3:18])[CH3:17]. Given the reactants [CH2:1]([O:3][C:4](=[O:14])[CH2:5][NH:6][CH2:7][C:8]1[CH:13]=[CH:12][CH:11]=[CH:10][CH:9]=1)[CH3:2].[C:15]([O:19][C:20](O[C:20]([O:19][C:15]([CH3:18])([CH3:17])[CH3:16])=[O:21])=[O:21])([CH3:18])([CH3:17])[CH3:16], predict the reaction product. (3) Given the reactants [ClH:1].[N:2]12[CH2:9][CH2:8][CH:5]([CH2:6][CH2:7]1)[C@@H:4]([NH:10][C:11]([C:13]1[O:14][C:15]3[C:21]([C:22]4[CH:23]=[C:24]([CH:28]=[CH:29][CH:30]=4)[C:25](O)=[O:26])=[CH:20][CH:19]=[CH:18][C:16]=3[CH:17]=1)=[O:12])[CH2:3]2.[CH2:31]([NH2:35])[CH2:32][CH2:33][CH3:34], predict the reaction product. The product is: [ClH:1].[N:2]12[CH2:7][CH2:6][CH:5]([CH2:8][CH2:9]1)[C@@H:4]([NH:10][C:11]([C:13]1[O:14][C:15]3[C:21]([C:22]4[CH:30]=[CH:29][CH:28]=[C:24]([C:25]([NH:35][CH2:31][CH2:32][CH2:33][CH3:34])=[O:26])[CH:23]=4)=[CH:20][CH:19]=[CH:18][C:16]=3[CH:17]=1)=[O:12])[CH2:3]2. (4) Given the reactants [OH-:1].[K+].O.[Cl:4][C:5]1[CH:10]=[C:9]([Cl:11])[CH:8]=[CH:7][C:6]=1[C:12]1[CH:13]=[CH:14][CH:15]=[C:16]2[C:21]=1[N:20]=[C:19]([CH3:22])[CH:18]=[C:17]2[N:23]1[CH2:28][CH2:27][CH:26](C(OCC)=O)[CH2:25][C:24]1=C.Cl.[CH2:36]([OH:38])[CH3:37], predict the reaction product. The product is: [Cl:4][C:5]1[CH:10]=[C:9]([Cl:11])[CH:8]=[CH:7][C:6]=1[C:12]1[CH:13]=[CH:14][CH:15]=[C:16]2[C:21]=1[N:20]=[C:19]([CH3:22])[CH:18]=[C:17]2[N:23]1[CH2:28][CH2:27][C:26](=[CH:37][C:36]([OH:1])=[O:38])[CH2:25][CH2:24]1. (5) Given the reactants [C:1]1([CH3:10])[CH:6]=[CH:5][C:4]([C:7](O)=[O:8])=[CH:3][CH:2]=1.C(Cl)(=O)C([Cl:14])=O, predict the reaction product. The product is: [CH3:10][C:1]1[CH:6]=[CH:5][C:4]([C:7]([Cl:14])=[O:8])=[CH:3][CH:2]=1.